This data is from Reaction yield outcomes from USPTO patents with 853,638 reactions. The task is: Predict the reaction yield, written as a fraction of the theoretical maximum amount of product (1.0 means a 100% yield; for example, 0.34 means a 34% yield). (1) The reactants are C1C=CC(P(C2C(C3C(P(C4C=CC=CC=4)C4C=CC=CC=4)=CC=C4C=3C=CC=C4)=C3C(C=CC=C3)=CC=2)C2C=CC=CC=2)=CC=1.Br[C:48]1[CH:53]=[C:52]([Cl:54])[CH:51]=[CH:50][C:49]=1[N+:55]([O-:57])=[O:56].[NH2:58][C:59]1[N:67]=[C:66]2[C:62]([NH:63][C:64](=[O:74])[N:65]2[CH:68]2[CH2:73][CH2:72][O:71][CH2:70][CH2:69]2)=[C:61]([Cl:75])[N:60]=1.C(=O)([O-])[O-].[Cs+].[Cs+]. The catalyst is C1(C)C=CC=CC=1.CC([O-])=O.CC([O-])=O.[Pd+2]. The product is [Cl:75][C:61]1[N:60]=[C:59]([NH:58][C:48]2[CH:53]=[C:52]([Cl:54])[CH:51]=[CH:50][C:49]=2[N+:55]([O-:57])=[O:56])[N:67]=[C:66]2[C:62]=1[NH:63][C:64](=[O:74])[N:65]2[CH:68]1[CH2:69][CH2:70][O:71][CH2:72][CH2:73]1. The yield is 0.370. (2) The reactants are [C:1]([Br:5])(Br)(Br)Br.[C:19]1(P([C:19]2[CH:24]=[CH:23][CH:22]=[CH:21][CH:20]=2)[C:19]2[CH:24]=[CH:23][CH:22]=[CH:21][CH:20]=2)[CH:24]=[CH:23][CH:22]=[CH:21][CH:20]=1.[C:25]([SiH2:29][O:30][C:31](C1C=CC=CC=1)(C1C=CC=CC=1)[CH:32]1[CH2:36][CH2:35][C:34]([CH:38]=[CH:39]CO)([CH3:37])[C:33]1([CH3:43])[CH3:42])([CH3:28])([CH3:27])[CH3:26]. The catalyst is C(Cl)Cl. The product is [Br:5][CH2:1][CH:39]=[CH:38][C:34]1([CH3:37])[CH2:35][CH2:36][CH:32]([CH2:31][O:30][Si:29]([C:25]([CH3:27])([CH3:28])[CH3:26])([C:19]2[CH:20]=[CH:21][CH:22]=[CH:23][CH:24]=2)[C:19]2[CH:24]=[CH:23][CH:22]=[CH:21][CH:20]=2)[C:33]1([CH3:43])[CH3:42]. The yield is 0.970. (3) The reactants are [CH3:1][C:2]([C:6]1[CH:11]=[CH:10][C:9]([CH2:12][C:13]2[C:22]3[C:17](=[CH:18][CH:19]=[C:20](B4OC(C)(C)C(C)(C)O4)[CH:21]=3)[N:16]=[CH:15][C:14]=2[N+:32]([O-:34])=[O:33])=[CH:8][CH:7]=1)([CH3:5])[C:3]#[N:4].Br[C:36]1[CH:44]=[C:43]2[C:39]([CH:40]=[N:41][NH:42]2)=[CH:38][CH:37]=1.C([O-])([O-])=O.[Na+].[Na+].N#N. The catalyst is CN(C=O)C.O.C1C=CC([P]([Pd]([P](C2C=CC=CC=2)(C2C=CC=CC=2)C2C=CC=CC=2)([P](C2C=CC=CC=2)(C2C=CC=CC=2)C2C=CC=CC=2)[P](C2C=CC=CC=2)(C2C=CC=CC=2)C2C=CC=CC=2)(C2C=CC=CC=2)C2C=CC=CC=2)=CC=1. The product is [NH:42]1[C:43]2[C:39](=[CH:38][CH:37]=[C:36]([C:20]3[CH:21]=[C:22]4[C:17](=[CH:18][CH:19]=3)[N:16]=[CH:15][C:14]([N+:32]([O-:34])=[O:33])=[C:13]4[CH2:12][C:9]3[CH:10]=[CH:11][C:6]([C:2]([CH3:5])([CH3:1])[C:3]#[N:4])=[CH:7][CH:8]=3)[CH:44]=2)[CH:40]=[N:41]1. The yield is 0.450. (4) The product is [CH3:19][CH:20]1[C:2]2[S:1][CH:5]=[CH:4][C:3]=2[C:6](=[O:8])[O:7]1. The reactants are [S:1]1[CH:5]=[CH:4][C:3]([C:6]([OH:8])=[O:7])=[CH:2]1.C[Si]([N-][Si](C)(C)C)(C)C.[Li+].[CH:19](=O)[CH3:20].Cl.C1(C)C=CC(S(Cl)(=O)=O)=CC=1.C([O-])(O)=O.[Na+]. The yield is 0.320. The catalyst is C1COCC1.